This data is from Reaction yield outcomes from USPTO patents with 853,638 reactions. The task is: Predict the reaction yield, written as a fraction of the theoretical maximum amount of product (1.0 means a 100% yield; for example, 0.34 means a 34% yield). (1) The reactants are [OH-].[Li+].[CH:3]1([C@H:9]([NH:13][C:14]([C:16]2[CH:21]=[CH:20][C:19]([C:22]3[CH:27]=[CH:26][C:25]([CH2:28][O:29]C(=O)C(F)(F)F)=[CH:24][CH:23]=3)=[CH:18][C:17]=2[NH:36][C:37]([NH:39][C:40]2[C:45]([CH3:46])=[CH:44][C:43]([CH3:47])=[CH:42][C:41]=2[CH3:48])=[O:38])=[O:15])[C:10]([OH:12])=[O:11])[CH2:8][CH2:7][CH2:6][CH2:5][CH2:4]1.CO.O. The catalyst is C1COCC1. The product is [CH:3]1([C@H:9]([NH:13][C:14]([C:16]2[CH:21]=[CH:20][C:19]([C:22]3[CH:27]=[CH:26][C:25]([CH2:28][OH:29])=[CH:24][CH:23]=3)=[CH:18][C:17]=2[NH:36][C:37]([NH:39][C:40]2[C:45]([CH3:46])=[CH:44][C:43]([CH3:47])=[CH:42][C:41]=2[CH3:48])=[O:38])=[O:15])[C:10]([OH:12])=[O:11])[CH2:8][CH2:7][CH2:6][CH2:5][CH2:4]1. The yield is 0.870. (2) The reactants are [Cl:1][C:2]1[CH:3]=[C:4]([CH:8]2[C:12]([C:15]3[CH:20]=[CH:19][C:18]([Cl:21])=[CH:17][CH:16]=3)([C:13]#[N:14])[CH:11]([CH2:22]C(CC)(CC)C)[NH:10][CH:9]2[C:29](O)=[O:30])[CH:5]=[CH:6][CH:7]=1.[CH3:32][O:33][C:34]1[CH:35]=[C:36]([CH2:42][CH2:43][NH:44][CH3:45])[CH:37]=[CH:38][C:39]=1[O:40][CH3:41].CN(C(ON1N=NC2[CH:57]=[CH:58][CH:59]=NC1=2)=[N+](C)C)C.F[P-](F)(F)(F)(F)F.[CH3:70]CN(C(C)C)C(C)C. The yield is 0.483. The catalyst is C(Cl)Cl. The product is [CH3:32][O:33][C:34]1[CH:35]=[C:36]([CH2:42][CH2:43][N:44]([CH3:45])[C:29]([CH:9]2[CH:8]([C:4]3[CH:5]=[CH:6][CH:7]=[C:2]([Cl:1])[CH:3]=3)[C:12]([C:15]3[CH:20]=[CH:19][C:18]([Cl:21])=[CH:17][CH:16]=3)([C:13]#[N:14])[CH:11]([CH2:22][C:58]([CH3:57])([CH3:59])[CH3:70])[NH:10]2)=[O:30])[CH:37]=[CH:38][C:39]=1[O:40][CH3:41]. (3) The reactants are [CH:1]1([C:7]2[C:8]3[CH:20]=[C:19]([C:21]([O:23]CC)=[O:22])[S:18][C:9]=3[NH:10][C:11]=2[C:12]2[CH:17]=[CH:16][CH:15]=[CH:14][CH:13]=2)[CH2:6][CH2:5][CH2:4][CH2:3][CH2:2]1.[H-].[Na+].Cl[CH2:29][C:30]([N:32]([CH3:34])[CH3:33])=[O:31].[OH-].[Na+]. The catalyst is CN(C=O)C.CCOC(C)=O.Cl. The product is [CH:1]1([C:7]2[C:8]3[CH:20]=[C:19]([C:21]([OH:23])=[O:22])[S:18][C:9]=3[N:10]([CH2:29][C:30]([N:32]([CH3:34])[CH3:33])=[O:31])[C:11]=2[C:12]2[CH:13]=[CH:14][CH:15]=[CH:16][CH:17]=2)[CH2:2][CH2:3][CH2:4][CH2:5][CH2:6]1. The yield is 0.270. (4) The reactants are [CH2:1]([C:3]1[N:7]([C:8]2[N:16]=[C:15]3[C:11]([N:12]=[C:13]([CH:18]=O)[N:14]3[CH3:17])=[C:10]([N:20]3[CH2:25][CH2:24][O:23][CH2:22][CH2:21]3)[N:9]=2)[C:6]2[CH:26]=[CH:27][CH:28]=[CH:29][C:5]=2[N:4]=1)[CH3:2].[F:30][CH:31]1[CH2:34][N:33]([CH:35]2[CH2:38][NH:37][CH2:36]2)[CH2:32]1.COC(OC)OC.C(O)(=O)C.C(O[BH-](OC(=O)C)OC(=O)C)(=O)C.[Na+]. The catalyst is ClCCCl. The product is [CH2:1]([C:3]1[N:7]([C:8]2[N:16]=[C:15]3[C:11]([N:12]=[C:13]([CH2:18][N:37]4[CH2:38][CH:35]([N:33]5[CH2:34][CH:31]([F:30])[CH2:32]5)[CH2:36]4)[N:14]3[CH3:17])=[C:10]([N:20]3[CH2:21][CH2:22][O:23][CH2:24][CH2:25]3)[N:9]=2)[C:6]2[CH:26]=[CH:27][CH:28]=[CH:29][C:5]=2[N:4]=1)[CH3:2]. The yield is 0.530.